From a dataset of Full USPTO retrosynthesis dataset with 1.9M reactions from patents (1976-2016). Predict the reactants needed to synthesize the given product. Given the product [Cl:1][C:2]1[CH:3]=[N:4][C:5]([N:8]2[CH2:9][CH2:10][CH:11]([C@H:14]3[CH2:16][C@H:15]3[CH2:17][CH2:18][NH:19][C:23]3[CH:24]=[CH:25][C:26]([N:29]4[CH:30]=[N:31][N:32]=[CH:33]4)=[CH:27][CH:28]=3)[CH2:12][CH2:13]2)=[N:6][CH:7]=1, predict the reactants needed to synthesize it. The reactants are: [Cl:1][C:2]1[CH:3]=[N:4][C:5]([N:8]2[CH2:13][CH2:12][CH:11]([C@H:14]3[CH2:16][C@H:15]3[CH2:17][CH2:18][N:19]([C:23]3[CH:28]=[CH:27][C:26]([N:29]4[CH:33]=[N:32][N:31]=[CH:30]4)=[CH:25][CH:24]=3)C(=O)C)[CH2:10][CH2:9]2)=[N:6][CH:7]=1.[OH-].[Na+].O.